From a dataset of Forward reaction prediction with 1.9M reactions from USPTO patents (1976-2016). Predict the product of the given reaction. (1) Given the reactants [F:1][C:2]1[CH:7]=[CH:6][C:5]([CH2:8][C:9]2[CH:18]=[C:17]3[C:12]([C:13]([OH:29])=[C:14]([C:24](OCC)=[O:25])[C:15](=[O:23])[N:16]3[CH2:19][CH2:20][CH2:21][OH:22])=[N:11][CH:10]=2)=[CH:4][CH:3]=1.[NH2:30][CH2:31][C@@H:32]([OH:34])[CH3:33], predict the reaction product. The product is: [F:1][C:2]1[CH:3]=[CH:4][C:5]([CH2:8][C:9]2[CH:18]=[C:17]3[C:12]([C:13]([OH:29])=[C:14]([C:24]([NH:30][CH2:31][C@@H:32]([OH:34])[CH3:33])=[O:25])[C:15](=[O:23])[N:16]3[CH2:19][CH2:20][CH2:21][OH:22])=[N:11][CH:10]=2)=[CH:6][CH:7]=1. (2) The product is: [F:59][C:56]1[CH:57]=[CH:58][C:53]([C@@H:29]2[CH2:28][C@@:27]([OH:26])([CH3:60])[CH2:36][C@@H:35]3[N:30]2[C:31](=[O:52])/[C:32](=[CH:37]/[C:38]2[CH:43]=[CH:42][C:41]([N:44]4[CH:48]=[C:47]([CH3:49])[N:46]=[CH:45]4)=[C:40]([O:50][CH3:51])[CH:39]=2)/[CH2:33][CH2:34]3)=[CH:54][CH:55]=1. Given the reactants CCCC[N+](CCCC)(CCCC)CCCC.[F-].[Si]([O:26][C@:27]1([CH3:60])[CH2:36][C@@H:35]2[N:30]([C:31](=[O:52])/[C:32](=[CH:37]/[C:38]3[CH:43]=[CH:42][C:41]([N:44]4[CH:48]=[C:47]([CH3:49])[N:46]=[CH:45]4)=[C:40]([O:50][CH3:51])[CH:39]=3)/[CH2:33][CH2:34]2)[C@H:29]([C:53]2[CH:58]=[CH:57][C:56]([F:59])=[CH:55][CH:54]=2)[CH2:28]1)(C(C)(C)C)(C)C.[Cl-].[NH4+].C(OCC)(=O)C, predict the reaction product. (3) Given the reactants [NH2:1][C:2]1[N:6]([C:7]2[CH:12]=[CH:11][C:10]([F:13])=[CH:9][CH:8]=2)[N:5]=[CH:4][C:3]=1[C:14](=[O:23])[C:15]1[CH:20]=[CH:19][CH:18]=[C:17]([O:21]C)[CH:16]=1.B(Br)(Br)Br, predict the reaction product. The product is: [NH2:1][C:2]1[N:6]([C:7]2[CH:12]=[CH:11][C:10]([F:13])=[CH:9][CH:8]=2)[N:5]=[CH:4][C:3]=1[C:14](=[O:23])[C:15]1[CH:20]=[CH:19][CH:18]=[C:17]([OH:21])[CH:16]=1. (4) Given the reactants [F:1][C:2]([F:12])([F:11])[C:3]1[CH:8]=[CH:7][C:6]([NH2:9])=[C:5]([NH2:10])[CH:4]=1.[Cl:13][C:14]1[CH:19]=[CH:18][C:17]([CH:20]2[CH2:26][C:25](=O)[O:24][C:22](=[O:23])[CH2:21]2)=[CH:16][CH:15]=1, predict the reaction product. The product is: [Cl:13][C:14]1[CH:15]=[CH:16][C:17]([CH:20]([CH2:26][C:25]2[NH:10][C:5]3[CH:4]=[C:3]([C:2]([F:11])([F:12])[F:1])[CH:8]=[CH:7][C:6]=3[N:9]=2)[CH2:21][C:22]([OH:24])=[O:23])=[CH:18][CH:19]=1.[ClH:13]. (5) Given the reactants [N+:1]([CH2:4][CH2:5][CH2:6][C:7]([O:9]C)=O)([O-:3])=[O:2].O.[CH3:12][NH:13][CH3:14], predict the reaction product. The product is: [CH3:12][N:13]([CH3:14])[C:7](=[O:9])[CH2:6][CH2:5][CH2:4][N+:1]([O-:3])=[O:2]. (6) Given the reactants [Si:1]([O:8][CH2:9][CH:10]([OH:23])[CH2:11][C:12]1[CH:21]=[CH:20][C:19]2[CH2:18][CH2:17][CH2:16][CH2:15][C:14]=2[C:13]=1O)([C:4]([CH3:7])([CH3:6])[CH3:5])([CH3:3])[CH3:2].C1(P(C2C=CC=CC=2)C2C=CC=CC=2)C=CC=CC=1.CCOC(/N=N/C(OCC)=O)=O.C([Si](C)(C)OCC1OC2C3CCCC=3C=CC=2C1)(C)(C)C, predict the reaction product. The product is: [C:4]([Si:1]([O:8][CH2:9][CH:10]1[O:23][C:13]2[C:14]3[CH2:15][CH2:16][CH2:17][CH2:18][C:19]=3[CH:20]=[CH:21][C:12]=2[CH2:11]1)([CH3:3])[CH3:2])([CH3:5])([CH3:6])[CH3:7]. (7) Given the reactants Cl[C:2]1[CH:14]=[C:6]2[N:7]([CH:11]3[CH2:13][CH2:12]3)[CH2:8][CH2:9][CH2:10][N:5]2[C:4](=[O:15])[N:3]=1.[Cl:16][C:17]1[CH:33]=[CH:32][C:20]([O:21][C:22]2[CH:29]=[CH:28][C:27]([CH2:30][OH:31])=[CH:26][C:23]=2[C:24]#[N:25])=[CH:19][C:18]=1[C:34]([F:37])([F:36])[F:35], predict the reaction product. The product is: [Cl:16][C:17]1[CH:33]=[CH:32][C:20]([O:21][C:22]2[CH:29]=[CH:28][C:27]([CH2:30][O:31][C:2]3[CH:14]=[C:6]4[N:7]([CH:11]5[CH2:13][CH2:12]5)[CH2:8][CH2:9][CH2:10][N:5]4[C:4](=[O:15])[N:3]=3)=[CH:26][C:23]=2[C:24]#[N:25])=[CH:19][C:18]=1[C:34]([F:35])([F:36])[F:37].